Dataset: Forward reaction prediction with 1.9M reactions from USPTO patents (1976-2016). Task: Predict the product of the given reaction. (1) Given the reactants [O:1]([C:8]1[CH:9]=[C:10]([CH:13]=[CH:14][CH:15]=1)[CH2:11][OH:12])[C:2]1[CH:7]=[CH:6][CH:5]=[CH:4][CH:3]=1.[CH2:25](P([CH2:25][CH2:26][CH2:27][CH3:28])[CH2:25][CH2:26][CH2:27][CH3:28])[CH2:26][CH2:27][CH3:28].N(C(N1CCCCC1)=O)=NC(N1CCCCC1)=[O:32].[O:47]1[CH2:51]C[CH2:49][CH2:48]1.[C:52]1([CH3:58])[CH:57]=[CH:56][CH:55]=[CH:54][CH:53]=1, predict the reaction product. The product is: [CH2:48]([O:47][C:51](=[O:32])[CH2:58][C:52]1[C:57]2[C:56](=[CH:28][C:27]([O:12][CH2:11][C:10]3[CH:13]=[CH:14][CH:15]=[C:8]([O:1][C:2]4[CH:3]=[CH:4][CH:5]=[CH:6][CH:7]=4)[CH:9]=3)=[CH:26][CH:25]=2)[CH2:55][CH2:54][CH:53]=1)[CH3:49]. (2) Given the reactants C(OC(=O)[NH:7][C:8]1[CH:13]=[C:12]([O:14][CH3:15])[CH:11]=[CH:10][C:9]=1[NH:16][C:17](=[O:33])[CH2:18][C:19](=O)[C:20]1[CH:25]=[CH:24][CH:23]=[C:22]([C:26]2[CH:27]=[N:28][CH:29]=[CH:30][CH:31]=2)[CH:21]=1)(C)(C)C.C(O)(C(F)(F)F)=O, predict the reaction product. The product is: [CH3:15][O:14][C:12]1[CH:11]=[CH:10][C:9]2[NH:16][C:17](=[O:33])[CH2:18][C:19]([C:20]3[CH:25]=[CH:24][CH:23]=[C:22]([C:26]4[CH:27]=[N:28][CH:29]=[CH:30][CH:31]=4)[CH:21]=3)=[N:7][C:8]=2[CH:13]=1. (3) Given the reactants [CH:1]1([C:4]2[N:5]=[C:6]3[C:11]([CH3:12])=[N:10][CH:9]=[CH:8][N:7]3[C:13]=2[CH:14](O)[C:15]2[CH:34]=[CH:33][C:18]3/[C:19](=[C:29](/[CH3:32])\[C:30]#[N:31])/[C:20]4[CH:27]=[CH:26][C:25]([F:28])=[CH:24][C:21]=4[O:22][CH2:23][C:17]=3[CH:16]=2)[CH2:3][CH2:2]1.FC(F)(F)C(O)=O.C([SiH](CC)CC)C, predict the reaction product. The product is: [CH:1]1([C:4]2[N:5]=[C:6]3[C:11]([CH3:12])=[N:10][CH:9]=[CH:8][N:7]3[C:13]=2[CH2:14][C:15]2[CH:34]=[CH:33][C:18]3/[C:19](=[C:29](/[CH3:32])\[C:30]#[N:31])/[C:20]4[CH:27]=[CH:26][C:25]([F:28])=[CH:24][C:21]=4[O:22][CH2:23][C:17]=3[CH:16]=2)[CH2:3][CH2:2]1. (4) Given the reactants [C:1]([NH:4][CH2:5][CH2:6][CH2:7][S:8]([O:11][CH2:12][C:13]([CH3:28])([CH3:27])[C@@H:14](O)[C:15]([O:17][CH2:18][CH2:19][O:20][C:21](=[O:25])[CH:22]([CH3:24])[CH3:23])=[O:16])(=[O:10])=[O:9])(=[O:3])[CH3:2].[P:29](Cl)(OC1C=CC=CC=1)([O:31][C:32]1[CH:37]=[CH:36][CH:35]=[CH:34][CH:33]=1)=[O:30].C(N(CC)CC)C, predict the reaction product. The product is: [C:1]([NH:4][CH2:5][CH2:6][CH2:7][S:8]([O:11][CH2:12][C:13]([CH3:28])([CH3:27])[C@@H:14]([PH:29]([O:31][C:32]1[CH:37]=[CH:36][CH:35]=[CH:34][CH:33]=1)=[O:30])[C:15]([O:17][CH2:18][CH2:19][O:20][C:21](=[O:25])[CH:22]([CH3:24])[CH3:23])=[O:16])(=[O:10])=[O:9])(=[O:3])[CH3:2]. (5) Given the reactants [OH:1][C:2]1[C:3]([C:19]([C:22]2[CH:27]=[CH:26][CH:25]=[CH:24][CH:23]=2)(C)C)=[N:4][C:5]2[C:10]([C:11]=1[C:12]([OH:14])=[O:13])=[CH:9][CH:8]=[C:7]1[CH2:15]CC[CH2:18][C:6]=21.[CH3:28][C:29]1C(C)=C2C(C(=O)C(=O)N2)=CC=1.OCC(=O)C(C1C=CC=CC=1)CC, predict the reaction product. The product is: [OH:1][C:2]1[C:3]([CH:19]([C:22]2[CH:27]=[CH:26][CH:25]=[CH:24][CH:23]=2)[CH2:28][CH3:29])=[N:4][C:5]2[C:10]([C:11]=1[C:12]([OH:14])=[O:13])=[CH:9][CH:8]=[C:7]([CH3:15])[C:6]=2[CH3:18]. (6) Given the reactants I[C:2]1[CH:33]=[CH:32][C:5]([C:6]([N:8]2[C:14]3[CH:15]=[CH:16][CH:17]=[CH:18][C:13]=3[CH2:12][N:11]3[C:19]([C:22]([NH:24][CH2:25][C:26]4[CH:27]=[N:28][CH:29]=[CH:30][CH:31]=4)=[O:23])=[CH:20][CH:21]=[C:10]3[CH2:9]2)=[O:7])=[CH:4][C:3]=1[CH3:34].[C:35]1(B(O)O)[CH:40]=[CH:39][CH:38]=[CH:37][CH:36]=1.C(=O)([O-])[O-].[K+].[K+], predict the reaction product. The product is: [CH3:34][C:3]1[CH:4]=[C:5]([C:6]([N:8]2[C:14]3[CH:15]=[CH:16][CH:17]=[CH:18][C:13]=3[CH2:12][N:11]3[C:19]([C:22]([NH:24][CH2:25][C:26]4[CH:27]=[N:28][CH:29]=[CH:30][CH:31]=4)=[O:23])=[CH:20][CH:21]=[C:10]3[CH2:9]2)=[O:7])[CH:32]=[CH:33][C:2]=1[C:35]1[CH:40]=[CH:39][CH:38]=[CH:37][CH:36]=1. (7) Given the reactants [CH:1]1([N:6]2[CH2:11][CH2:10][N:9]([C:12]3[CH:13]=[C:14]([CH:17]=[CH:18][N:19]=3)[C:15]#[N:16])[CH2:8][CH2:7]2)[CH2:5][CH2:4][CH2:3][CH2:2]1.[H][H], predict the reaction product. The product is: [CH:1]1([N:6]2[CH2:11][CH2:10][N:9]([C:12]3[CH:13]=[C:14]([CH2:15][NH2:16])[CH:17]=[CH:18][N:19]=3)[CH2:8][CH2:7]2)[CH2:5][CH2:4][CH2:3][CH2:2]1. (8) Given the reactants [N+:1]([C:4]1[CH:9]=[CH:8][C:7]([CH2:10][CH:11]([NH2:22])[C:12]2[N:13]=[C:14]([C:17]3[S:18][CH:19]=[CH:20][CH:21]=3)[S:15][CH:16]=2)=[CH:6][CH:5]=1)([O-:3])=[O:2].C(N(C(C)C)CC)(C)C.[C:32]1([CH2:38][S:39](Cl)(=[O:41])=[O:40])[CH:37]=[CH:36][CH:35]=[CH:34][CH:33]=1, predict the reaction product. The product is: [N+:1]([C:4]1[CH:5]=[CH:6][C:7]([CH2:10][C@H:11]([NH:22][S:39]([CH2:38][C:32]2[CH:37]=[CH:36][CH:35]=[CH:34][CH:33]=2)(=[O:41])=[O:40])[C:12]2[N:13]=[C:14]([C:17]3[S:18][CH:19]=[CH:20][CH:21]=3)[S:15][CH:16]=2)=[CH:8][CH:9]=1)([O-:3])=[O:2]. (9) Given the reactants C(OC([N:8]1[CH2:13][CH2:12][N:11]([C:14]([C:16]2[C:17]3[C:31](/[CH:32]=[CH:33]/[C:34]4[CH:39]=[CH:38][C:37]([Cl:40])=[CH:36][CH:35]=4)=[N:30][N:29](C4CCCCO4)[C:18]=3[N:19]=[C:20]([C:22]3[CH:27]=[CH:26][C:25]([OH:28])=[CH:24][CH:23]=3)[CH:21]=2)=[O:15])[CH2:10][CH2:9]1)=O)(C)(C)C.Cl.O1CCOCC1, predict the reaction product. The product is: [Cl:40][C:37]1[CH:36]=[CH:35][C:34](/[CH:33]=[CH:32]/[C:31]2[C:17]3[C:18](=[N:19][C:20]([C:22]4[CH:23]=[CH:24][C:25]([OH:28])=[CH:26][CH:27]=4)=[CH:21][C:16]=3[C:14]([N:11]3[CH2:10][CH2:9][NH:8][CH2:13][CH2:12]3)=[O:15])[NH:29][N:30]=2)=[CH:39][CH:38]=1. (10) The product is: [Cl:1][C:2]1[CH:11]=[C:10]2[C:5]([C:6](=[O:32])[C:7]([CH2:18][NH:19][C:20]([NH:43][CH:42]3[CH:34]4[CH2:33][CH:38]5[CH2:37][C:36]([OH:44])([CH2:41][CH:40]3[CH2:39]5)[CH2:35]4)=[O:31])=[CH:8][N:9]2[C:12]2[CH:17]=[CH:16][CH:15]=[CH:14][CH:13]=2)=[CH:4][CH:3]=1. Given the reactants [Cl:1][C:2]1[CH:11]=[C:10]2[C:5]([C:6](=[O:32])[C:7]([CH2:18][NH:19][C:20](=[O:31])OC3C=CC([N+]([O-])=O)=CC=3)=[CH:8][N:9]2[C:12]2[CH:17]=[CH:16][CH:15]=[CH:14][CH:13]=2)=[CH:4][CH:3]=1.[CH2:33]1[CH:38]2[CH2:39][CH:40]3[CH:42]([NH2:43])[C@@H:34]1[CH2:35][C:36]([OH:44])([CH2:41]3)[CH2:37]2, predict the reaction product.